This data is from Catalyst prediction with 721,799 reactions and 888 catalyst types from USPTO. The task is: Predict which catalyst facilitates the given reaction. (1) Reactant: C(OC([NH:11][CH2:12][C:13]1[CH:14]=[C:15]([NH:24][C:25](=[O:66])[CH2:26][O:27][C:28]2[C:33]([CH3:34])=[CH:32][C:31]([CH:35]([NH:39][C:40]3[CH:41]=[C:42]4[C:47](=[CH:48][CH:49]=3)[C:46]([N:50]([C:58]([O:60][C:61]([CH3:64])([CH3:63])[CH3:62])=[O:59])[C:51]([O:53][C:54]([CH3:57])([CH3:56])[CH3:55])=[O:52])=[N:45][CH:44]=[CH:43]4)[C:36]([OH:38])=[O:37])=[CH:30][C:29]=2[CH3:65])[CH:16]=[CH:17][C:18]=1[S:19]([CH2:22][CH3:23])(=[O:21])=[O:20])=O)C1C=CC=CC=1. Product: [NH2:11][CH2:12][C:13]1[CH:14]=[C:15]([NH:24][C:25](=[O:66])[CH2:26][O:27][C:28]2[C:29]([CH3:65])=[CH:30][C:31]([CH:35]([NH:39][C:40]3[CH:41]=[C:42]4[C:47](=[CH:48][CH:49]=3)[C:46]([N:50]([C:58]([O:60][C:61]([CH3:64])([CH3:63])[CH3:62])=[O:59])[C:51]([O:53][C:54]([CH3:55])([CH3:57])[CH3:56])=[O:52])=[N:45][CH:44]=[CH:43]4)[C:36]([OH:38])=[O:37])=[CH:32][C:33]=2[CH3:34])[CH:16]=[CH:17][C:18]=1[S:19]([CH2:22][CH3:23])(=[O:21])=[O:20]. The catalyst class is: 19. (2) Reactant: [CH3:1][O:2][C:3]1[CH:8]=[CH:7][C:6]([C:9]2[C:17]3[C:16]([NH:18][CH2:19][CH2:20][CH2:21][CH2:22][CH2:23][C:24]([O:26][CH3:27])=[O:25])=[N:15][CH:14]=[N:13][C:12]=3[O:11][CH:10]=2)=[CH:5][CH:4]=1.[Br:28]N1C(=O)CCC1=O. Product: [Br:28][C:10]1[O:11][C:12]2[N:13]=[CH:14][N:15]=[C:16]([NH:18][CH2:19][CH2:20][CH2:21][CH2:22][CH2:23][C:24]([O:26][CH3:27])=[O:25])[C:17]=2[C:9]=1[C:6]1[CH:7]=[CH:8][C:3]([O:2][CH3:1])=[CH:4][CH:5]=1. The catalyst class is: 53.